Predict which catalyst facilitates the given reaction. From a dataset of Catalyst prediction with 721,799 reactions and 888 catalyst types from USPTO. (1) Reactant: [F:1][C:2]1[CH:7]=[CH:6][C:5]([NH2:8])=[CH:4][CH:3]=1.[C:9](O[C:9]([O:11][C:12]([CH3:15])([CH3:14])[CH3:13])=[O:10])([O:11][C:12]([CH3:15])([CH3:14])[CH3:13])=[O:10]. Product: [C:12]([O:11][C:9](=[O:10])[NH:8][C:5]1[CH:6]=[CH:7][C:2]([F:1])=[CH:3][CH:4]=1)([CH3:15])([CH3:14])[CH3:13]. The catalyst class is: 1. (2) Reactant: [Cl:1][C:2]1[C:11]2[C:6](=[CH:7][CH:8]=[C:9]([I:12])[CH:10]=2)[N:5]=[CH:4][C:3]=1[C:13]([NH2:15])=[O:14].[CH3:16][O:17][C:18]1[CH:19]=[C:20]([CH:22]=[CH:23][CH:24]=1)[NH2:21]. Product: [ClH:1].[I:12][C:9]1[CH:10]=[C:11]2[C:6](=[CH:7][CH:8]=1)[N:5]=[CH:4][C:3]([C:13]([NH2:15])=[O:14])=[C:2]2[NH:21][C:20]1[CH:22]=[CH:23][CH:24]=[C:18]([O:17][CH3:16])[CH:19]=1. The catalyst class is: 8. (3) Reactant: [Br:1][C:2]1[CH:10]=[C:9]2[C:5]([CH:6]=[N:7][NH:8]2)=[CH:4][CH:3]=1.CC(C)([O-])C.[K+].Br[CH2:18][C:19]1[CH:24]=[CH:23][CH:22]=[C:21]([F:25])[CH:20]=1. Product: [Br:1][C:2]1[CH:10]=[C:9]2[C:5]([CH:6]=[N:7][N:8]2[CH2:18][C:19]2[CH:24]=[CH:23][CH:22]=[C:21]([F:25])[CH:20]=2)=[CH:4][CH:3]=1. The catalyst class is: 16. (4) Product: [Cl:26][C:25]1[C:18]([F:17])=[C:19]([C:20]#[N:21])[CH:22]=[CH:23][C:24]=1[CH:2]([C:3]([O:5][CH3:6])=[O:4])[C:1]([O:8][C:9]([CH3:12])([CH3:11])[CH3:10])=[O:7]. Reactant: [C:1]([O:8][C:9]([CH3:12])([CH3:11])[CH3:10])(=[O:7])[CH2:2][C:3]([O:5][CH3:6])=[O:4].[H-].[Na+].[H][H].[F:17][C:18]1[C:25]([Cl:26])=[C:24](F)[CH:23]=[CH:22][C:19]=1[C:20]#[N:21]. The catalyst class is: 3.